From a dataset of Full USPTO retrosynthesis dataset with 1.9M reactions from patents (1976-2016). Predict the reactants needed to synthesize the given product. (1) The reactants are: [CH2:1]([O:3][C:4]([CH:6]1[CH2:11][CH2:10][N:9]([C:12]2[CH:17]=[C:16]([O:18][C:19]3[N:20]([CH3:28])[N:21]=[C:22]([C:24]([F:27])([F:26])[F:25])[CH:23]=3)[N:15]=[CH:14][N:13]=2)[CH2:8][CH2:7]1)=[O:5])[CH3:2].C1C(=O)N([Br:36])C(=O)C1. Given the product [CH2:1]([O:3][C:4]([CH:6]1[CH2:7][CH2:8][N:9]([C:12]2[C:17]([Br:36])=[C:16]([O:18][C:19]3[N:20]([CH3:28])[N:21]=[C:22]([C:24]([F:26])([F:27])[F:25])[CH:23]=3)[N:15]=[CH:14][N:13]=2)[CH2:10][CH2:11]1)=[O:5])[CH3:2], predict the reactants needed to synthesize it. (2) Given the product [OH:6][C:7]1[CH:16]=[CH:15][C:10]2[C:11](=[O:14])[NH:12][S:13][C:9]=2[CH:8]=1, predict the reactants needed to synthesize it. The reactants are: B(Br)(Br)Br.C[O:6][C:7]1[CH:16]=[CH:15][C:10]2[C:11](=[O:14])[NH:12][S:13][C:9]=2[CH:8]=1.C([O-])(O)=O.[Na+]. (3) Given the product [CH3:10][C:4]1[CH:3]=[C:2]([CH:11]=[CH2:12])[CH:9]=[CH:8][C:5]=1[CH2:6][OH:7], predict the reactants needed to synthesize it. The reactants are: Br[C:2]1[CH:9]=[CH:8][C:5]([CH2:6][OH:7])=[C:4]([CH3:10])[CH:3]=1.[CH:11]([Sn](CCCC)(CCCC)CCCC)=[CH2:12].[F-].[K+].